From a dataset of NCI-60 drug combinations with 297,098 pairs across 59 cell lines. Regression. Given two drug SMILES strings and cell line genomic features, predict the synergy score measuring deviation from expected non-interaction effect. (1) Drug 1: C1C(C(OC1N2C=C(C(=O)NC2=O)F)CO)O. Drug 2: CC1C(C(CC(O1)OC2CC(CC3=C2C(=C4C(=C3O)C(=O)C5=CC=CC=C5C4=O)O)(C(=O)C)O)N)O. Cell line: MDA-MB-435. Synergy scores: CSS=59.1, Synergy_ZIP=-4.88, Synergy_Bliss=-2.25, Synergy_Loewe=-16.8, Synergy_HSA=1.33. (2) Drug 1: COC1=C(C=C2C(=C1)N=CN=C2NC3=CC(=C(C=C3)F)Cl)OCCCN4CCOCC4. Drug 2: CCN(CC)CCNC(=O)C1=C(NC(=C1C)C=C2C3=C(C=CC(=C3)F)NC2=O)C. Cell line: MCF7. Synergy scores: CSS=11.0, Synergy_ZIP=-0.734, Synergy_Bliss=1.40, Synergy_Loewe=1.36, Synergy_HSA=1.37. (3) Drug 1: CN1C(=O)N2C=NC(=C2N=N1)C(=O)N. Drug 2: CCC1(CC2CC(C3=C(CCN(C2)C1)C4=CC=CC=C4N3)(C5=C(C=C6C(=C5)C78CCN9C7C(C=CC9)(C(C(C8N6C)(C(=O)OC)O)OC(=O)C)CC)OC)C(=O)OC)O.OS(=O)(=O)O. Cell line: SW-620. Synergy scores: CSS=2.90, Synergy_ZIP=-0.448, Synergy_Bliss=-1.68, Synergy_Loewe=-3.32, Synergy_HSA=-3.44. (4) Drug 1: CCC(=C(C1=CC=CC=C1)C2=CC=C(C=C2)OCCN(C)C)C3=CC=CC=C3.C(C(=O)O)C(CC(=O)O)(C(=O)O)O. Drug 2: C1CNP(=O)(OC1)N(CCCl)CCCl. Cell line: SF-295. Synergy scores: CSS=-0.767, Synergy_ZIP=3.48, Synergy_Bliss=-7.84, Synergy_Loewe=-3.12, Synergy_HSA=-8.29.